Dataset: NCI-60 drug combinations with 297,098 pairs across 59 cell lines. Task: Regression. Given two drug SMILES strings and cell line genomic features, predict the synergy score measuring deviation from expected non-interaction effect. (1) Drug 1: C1=CN(C(=O)N=C1N)C2C(C(C(O2)CO)O)O.Cl. Drug 2: COC1=NC(=NC2=C1N=CN2C3C(C(C(O3)CO)O)O)N. Cell line: NCI-H522. Synergy scores: CSS=21.0, Synergy_ZIP=-4.12, Synergy_Bliss=5.23, Synergy_Loewe=-24.8, Synergy_HSA=0.536. (2) Drug 1: C1=CC(=CC=C1CCC2=CNC3=C2C(=O)NC(=N3)N)C(=O)NC(CCC(=O)O)C(=O)O. Drug 2: CC(C1=C(C=CC(=C1Cl)F)Cl)OC2=C(N=CC(=C2)C3=CN(N=C3)C4CCNCC4)N. Cell line: SN12C. Synergy scores: CSS=15.0, Synergy_ZIP=0.280, Synergy_Bliss=-3.60, Synergy_Loewe=-1.72, Synergy_HSA=-1.11. (3) Drug 2: CC1=C(C=C(C=C1)C(=O)NC2=CC(=CC(=C2)C(F)(F)F)N3C=C(N=C3)C)NC4=NC=CC(=N4)C5=CN=CC=C5. Drug 1: C1=NC2=C(N1)C(=S)N=C(N2)N. Cell line: OVCAR-5. Synergy scores: CSS=34.1, Synergy_ZIP=-3.68, Synergy_Bliss=-6.94, Synergy_Loewe=-11.9, Synergy_HSA=-7.07. (4) Drug 1: CS(=O)(=O)C1=CC(=C(C=C1)C(=O)NC2=CC(=C(C=C2)Cl)C3=CC=CC=N3)Cl. Drug 2: CNC(=O)C1=CC=CC=C1SC2=CC3=C(C=C2)C(=NN3)C=CC4=CC=CC=N4. Cell line: OVCAR3. Synergy scores: CSS=2.00, Synergy_ZIP=1.17, Synergy_Bliss=2.94, Synergy_Loewe=-1.18, Synergy_HSA=-1.43.